From a dataset of Forward reaction prediction with 1.9M reactions from USPTO patents (1976-2016). Predict the product of the given reaction. (1) Given the reactants C(C1NC=CN=1)(C1NC=CN=1)=O.[C:13]([O:17][C:18]([N:20]1[CH2:25][CH2:24][CH:23]([C:26]([OH:28])=O)[CH2:22][CH2:21]1)=[O:19])([CH3:16])([CH3:15])[CH3:14].[NH2:29][NH2:30].C(OCC)C, predict the reaction product. The product is: [NH:29]([C:26]([CH:23]1[CH2:24][CH2:25][N:20]([C:18]([O:17][C:13]([CH3:16])([CH3:15])[CH3:14])=[O:19])[CH2:21][CH2:22]1)=[O:28])[NH2:30]. (2) Given the reactants [Cl:1][C:2]1[CH:7]=[C:6]([Cl:8])[CH:5]=[CH:4][C:3]=1[N:9]1[C:14]2=[N:15][C:16]3[C:17](=[C:18]([CH:22]=[O:23])[CH:19]=[CH:20][CH:21]=3)[N:13]2[CH2:12][CH2:11][CH2:10]1.[CH2:24]([Mg]Br)[CH3:25], predict the reaction product. The product is: [Cl:1][C:2]1[CH:7]=[C:6]([Cl:8])[CH:5]=[CH:4][C:3]=1[N:9]1[C:14]2=[N:15][C:16]3[CH:21]=[CH:20][CH:19]=[C:18]([CH:22]([OH:23])[CH2:24][CH3:25])[C:17]=3[N:13]2[CH2:12][CH2:11][CH2:10]1.